From a dataset of Catalyst prediction with 721,799 reactions and 888 catalyst types from USPTO. Predict which catalyst facilitates the given reaction. (1) Reactant: [CH2:1]([C:8]1[CH:13]=[CH:12][CH:11]=[CH:10][C:9]=1[OH:14])[C:2]1[CH:7]=[CH:6][CH:5]=[CH:4][CH:3]=1.[I-:15].[Na+].[OH-].[Na+].Cl[O-].[Na+]. Product: [CH2:1]([C:8]1[CH:13]=[C:12]([I:15])[CH:11]=[CH:10][C:9]=1[OH:14])[C:2]1[CH:3]=[CH:4][CH:5]=[CH:6][CH:7]=1. The catalyst class is: 72. (2) The catalyst class is: 463. Reactant: [CH2:1]([O:3][C:4](=[O:8])[C:5](Cl)=[O:6])[CH3:2].[Cl:9][C:10]1[S:11][CH:12]=[CH:13][C:14]=1[Cl:15].[Al+3].[Cl-].[Cl-].[Cl-]. Product: [CH2:1]([O:3][C:4](=[O:8])[C:5]([C:12]1[S:11][C:10]([Cl:9])=[C:14]([Cl:15])[CH:13]=1)=[O:6])[CH3:2]. (3) Reactant: [C:1]([O:5][C:6]([NH:8][CH2:9][C:10]1[CH:11]=[C:12]([CH:16]=[CH:17][CH:18]=1)[C:13]([OH:15])=O)=[O:7])([CH3:4])([CH3:3])[CH3:2].C(Cl)CCl.C1C=CC2N(O)N=NC=2C=1.CN1CCOCC1.[CH3:40][N:41]([CH2:43][C:44]1[CH:49]=[CH:48][C:47]([NH2:50])=[CH:46][CH:45]=1)[CH3:42]. Product: [C:1]([O:5][C:6](=[O:7])[NH:8][CH2:9][C:10]1[CH:18]=[CH:17][CH:16]=[C:12]([C:13](=[O:15])[NH:50][C:47]2[CH:46]=[CH:45][C:44]([CH2:43][N:41]([CH3:42])[CH3:40])=[CH:49][CH:48]=2)[CH:11]=1)([CH3:2])([CH3:3])[CH3:4]. The catalyst class is: 174. (4) Reactant: [NH2:1][C:2]1[C:17]([Br:18])=[CH:16][C:5]2[C:6]([C:12](=[O:15])[NH:13][CH3:14])=[C:7](B(O)O)[O:8][C:4]=2[CH:3]=1.C1C(=O)N([I:26])C(=O)C1. Product: [NH2:1][C:2]1[C:17]([Br:18])=[CH:16][C:5]2[C:6]([C:12]([NH:13][CH3:14])=[O:15])=[C:7]([I:26])[O:8][C:4]=2[CH:3]=1. The catalyst class is: 23. (5) Reactant: Br[C:2]1[C:7]([CH3:8])=[CH:6][N+:5]([O-:9])=[CH:4][C:3]=1[CH3:10].[CH3:11][O:12][C:13]1[CH:18]=[C:17]([CH3:19])[C:16](B(O)O)=[C:15]([CH3:23])[CH:14]=1.C1(P(C2CCCCC2)C2C=CC=CC=2C2C3C(C4C=CC=CC=4C=2)=CC=CC=3)CCCCC1.[O-]P([O-])([O-])=O.[K+].[K+].[K+]. Product: [CH3:11][O:12][C:13]1[CH:18]=[C:17]([CH3:19])[C:16]([C:2]2[C:7]([CH3:8])=[CH:6][N:5]([OH:9])[CH2:4][C:3]=2[CH3:10])=[C:15]([CH3:23])[CH:14]=1. The catalyst class is: 110. (6) Reactant: [NH2:1][C:2]1[CH:22]=[CH:21][C:5]([O:6][C:7]2[CH:8]=[C:9]([CH:18]=[CH:19][CH:20]=2)[CH2:10][NH:11][C:12](=[O:17])[C:13]([CH3:16])([CH3:15])[CH3:14])=[C:4]([Cl:23])[CH:3]=1.C([O:32][CH2:33][CH2:34][N:35]1[C:43]2[C:42](Cl)=[N:41][CH:40]=[N:39][C:38]=2[CH:37]=[CH:36]1)(=O)C1C=CC=CC=1.C(O)(C)C.[OH-].[Na+]. Product: [Cl:23][C:4]1[CH:3]=[C:2]([NH:1][C:42]2[C:43]3[N:35]([CH2:34][CH2:33][OH:32])[CH:36]=[CH:37][C:38]=3[N:39]=[CH:40][N:41]=2)[CH:22]=[CH:21][C:5]=1[O:6][C:7]1[CH:8]=[C:9]([CH:18]=[CH:19][CH:20]=1)[CH2:10][NH:11][C:12](=[O:17])[C:13]([CH3:16])([CH3:15])[CH3:14]. The catalyst class is: 5.